This data is from Full USPTO retrosynthesis dataset with 1.9M reactions from patents (1976-2016). The task is: Predict the reactants needed to synthesize the given product. Given the product [F:1][C:2]1[CH:3]=[CH:4][C:5]([C@H:8]2[CH2:12][O:11][C:10](=[O:13])[N:9]2[C:14]2[CH:19]=[CH:18][N:17]3[N:20]=[CH:21][C:22]([C:23]4[CH:35]=[CH:34][C:26]([C:27]5[NH:33][C:31]([CH3:32])=[N:30][N:29]=5)=[CH:25][CH:24]=4)=[C:16]3[N:15]=2)=[CH:6][CH:7]=1, predict the reactants needed to synthesize it. The reactants are: [F:1][C:2]1[CH:7]=[CH:6][C:5]([C@H:8]2[CH2:12][O:11][C:10](=[O:13])[N:9]2[C:14]2[CH:19]=[CH:18][N:17]3[N:20]=[CH:21][C:22]([C:23]4[CH:35]=[CH:34][C:26]([C:27]([NH:29][NH:30][C:31](=[NH:33])[CH3:32])=O)=[CH:25][CH:24]=4)=[C:16]3[N:15]=2)=[CH:4][CH:3]=1.C(Cl)(Cl)(Cl)Cl.C(N(CC)CC)C.C1(P(C2C=CC=CC=2)C2C=CC=CC=2)C=CC=CC=1.